The task is: Predict which catalyst facilitates the given reaction.. This data is from Catalyst prediction with 721,799 reactions and 888 catalyst types from USPTO. (1) Reactant: CCCP(=O)=O.[CH3:7][N:8]1[CH:12]=[C:11]([C:13](O)=[O:14])[C:10]([CH3:16])=[N:9]1.[CH3:17][O:18][C:19]1[CH:24]=[CH:23][C:22]([CH:25]2[CH2:30][CH2:29][CH2:28][NH:27][CH2:26]2)=[C:21]([CH3:31])[CH:20]=1.C(N(CC)CC)C. Product: [CH3:7][N:8]1[CH:12]=[C:11]([C:13]([N:27]2[CH2:28][CH2:29][CH2:30][CH:25]([C:22]3[CH:23]=[CH:24][C:19]([O:18][CH3:17])=[CH:20][C:21]=3[CH3:31])[CH2:26]2)=[O:14])[C:10]([CH3:16])=[N:9]1. The catalyst class is: 2. (2) Reactant: C1(C[O:5][C:6]2[C:7]([O:26][CH3:27])=[CH:8][CH:9]=[C:10]3[C:15]=2[O:14][C:13](=[O:16])[CH:12]=[C:11]3[NH:17][C:18]2[C:23]([Cl:24])=[CH:22][N:21]=[CH:20][C:19]=2[Cl:25])CC1.Cl. Product: [Cl:25][C:19]1[CH:20]=[N:21][CH:22]=[C:23]([Cl:24])[C:18]=1[NH:17][C:11]1[C:10]2[C:15](=[C:6]([OH:5])[C:7]([O:26][CH3:27])=[CH:8][CH:9]=2)[O:14][C:13](=[O:16])[CH:12]=1. The catalyst class is: 6. (3) Reactant: [CH2:1]([O:4][C:5](=[O:49])[CH:6]([NH:15][C:16]([O:18][C:19]1[CH:24]=[CH:23][C:22]([CH2:25][O:26][C:27](=[O:48])[NH:28][C:29]2[CH:34]=[C:33]([O:35][CH3:36])[C:32]([O:37][CH3:38])=[CH:31][C:30]=2[C:39]([N:41]2[CH2:45][CH2:44][CH2:43][CH:42]2[CH2:46][OH:47])=[O:40])=[CH:21][CH:20]=1)=[O:17])[CH2:7][CH2:8][C:9]([O:11][CH2:12][CH:13]=[CH2:14])=[O:10])[CH:2]=[CH2:3].[Cr](O[Cr]([O-])(=O)=O)([O-])(=O)=O.[NH+]1C=CC=CC=1.[NH+]1C=CC=CC=1.CCOC(C)=O. Product: [CH2:1]([O:4][C:5](=[O:49])[CH:6]([NH:15][C:16]([O:18][C:19]1[CH:20]=[CH:21][C:22]([CH2:25][O:26][C:27]([N:28]2[C:29]3[CH:34]=[C:33]([O:35][CH3:36])[C:32]([O:37][CH3:38])=[CH:31][C:30]=3[C:39](=[O:40])[N:41]3[CH2:45][CH2:44][CH2:43][C@H:42]3[C@@H:46]2[OH:47])=[O:48])=[CH:23][CH:24]=1)=[O:17])[CH2:7][CH2:8][C:9]([O:11][CH2:12][CH:13]=[CH2:14])=[O:10])[CH:2]=[CH2:3]. The catalyst class is: 2. (4) Reactant: [Br:1][C:2]1[CH:7]=[C:6]([O:8][CH3:9])[C:5]([O:10][CH:11]([CH3:13])[CH3:12])=[CH:4][C:3]=1[CH:14]([CH2:17][CH2:18][CH2:19][C:20]1[CH:25]=[CH:24][C:23]([O:26][CH:27]([CH3:29])[CH3:28])=[CH:22][CH:21]=1)[C:15]#[N:16].[OH-:30].[K+]. Product: [Br:1][C:2]1[CH:7]=[C:6]([O:8][CH3:9])[C:5]([O:10][CH:11]([CH3:12])[CH3:13])=[CH:4][C:3]=1[CH:14]([CH2:17][CH2:18][CH2:19][C:20]1[CH:21]=[CH:22][C:23]([O:26][CH:27]([CH3:29])[CH3:28])=[CH:24][CH:25]=1)[C:15]([NH2:16])=[O:30]. The catalyst class is: 40. (5) Reactant: CC([O-])(CC)C.[K+].[C:8](#[N:10])[CH3:9].[CH3:11][N:12]1[CH2:17][CH2:16][N:15]([C:18]2[CH:19]=[C:20]([CH:25]=[CH:26][CH:27]=2)[C:21]([O:23]C)=O)[CH2:14][CH2:13]1. Product: [CH3:11][N:12]1[CH2:13][CH2:14][N:15]([C:18]2[CH:19]=[C:20]([C:21](=[O:23])[CH2:9][C:8]#[N:10])[CH:25]=[CH:26][CH:27]=2)[CH2:16][CH2:17]1. The catalyst class is: 1. (6) Reactant: CCN(C(C)C)C(C)C.[F:10][C:11]1[C:12]([CH3:32])=[CH:13][C:14]([NH:18][CH:19]2[CH2:24][CH2:23][N:22]([C:25]3([CH3:31])[CH2:30][CH2:29][O:28][CH2:27][CH2:26]3)[CH2:21][CH2:20]2)=[C:15]([OH:17])[CH:16]=1.[Cl:33][C:34](Cl)([O:36]C(=O)OC(Cl)(Cl)Cl)Cl. Product: [ClH:33].[F:10][C:11]1[C:12]([CH3:32])=[CH:13][C:14]2[N:18]([CH:19]3[CH2:20][CH2:21][N:22]([C:25]4([CH3:31])[CH2:30][CH2:29][O:28][CH2:27][CH2:26]4)[CH2:23][CH2:24]3)[C:34](=[O:36])[O:17][C:15]=2[CH:16]=1. The catalyst class is: 4. (7) Reactant: Cl.[Cl:2][C:3]1[CH:8]=[C:7]([C:9]2[CH:14]=[CH:13][CH:12]=[C:11]([Cl:15])[CH:10]=2)[N:6]=[C:5]2[CH2:16][CH2:17][CH2:18][C:4]=12.[NH2:19][C:20]1[CH:25]=[CH:24][C:23]([CH2:26][CH2:27][C:28]([NH2:30])=[O:29])=[CH:22][CH:21]=1. Product: [ClH:2].[Cl:15][C:11]1[CH:10]=[C:9]([C:7]2[N:6]=[C:5]3[CH2:16][CH2:17][CH2:18][C:4]3=[C:3]([NH:19][C:20]3[CH:21]=[CH:22][C:23]([CH2:26][CH2:27][C:28]([NH2:30])=[O:29])=[CH:24][CH:25]=3)[CH:8]=2)[CH:14]=[CH:13][CH:12]=1. The catalyst class is: 37. (8) Reactant: [Cl:1][C:2]1[CH:3]=[CH:4][C:5]2[NH:11][C:10](=S)[CH:9]([CH2:13][C:14]([O:16][CH2:17][CH3:18])=[O:15])[O:8][CH:7]([C:19]3[CH:24]=[CH:23][CH:22]=[C:21]([O:25][CH3:26])[C:20]=3[O:27][CH3:28])[C:6]=2[CH:29]=1.[NH:30]([C:32](=O)[CH2:33][CH2:34][CH2:35][NH:36][C:37](=[O:43])[O:38][C:39]([CH3:42])([CH3:41])[CH3:40])[NH2:31]. Product: [C:39]([O:38][C:37]([NH:36][CH2:35][CH2:34][CH2:33][C:32]1[N:11]2[C:5]3[CH:4]=[CH:3][C:2]([Cl:1])=[CH:29][C:6]=3[CH:7]([C:19]3[CH:24]=[CH:23][CH:22]=[C:21]([O:25][CH3:26])[C:20]=3[O:27][CH3:28])[O:8][CH:9]([CH2:13][C:14]([O:16][CH2:17][CH3:18])=[O:15])[C:10]2=[N:31][N:30]=1)=[O:43])([CH3:42])([CH3:40])[CH3:41]. The catalyst class is: 12.